Predict the reactants needed to synthesize the given product. From a dataset of Full USPTO retrosynthesis dataset with 1.9M reactions from patents (1976-2016). Given the product [CH3:34][C:18]1[CH:17]=[CH:16][C:15]([NH:14][C:2]([NH:1][C:4]2[CH:9]=[CH:8][CH:7]=[C:6]([C:10]([F:11])([F:12])[F:13])[CH:5]=2)=[O:3])=[CH:20][C:19]=1[NH:21][C:22]1[CH:23]=[C:24]2[C:29](=[CH:30][CH:31]=1)[N:28]=[CH:27][N:26]([CH3:32])[C:25]2=[O:33], predict the reactants needed to synthesize it. The reactants are: [N:1]([C:4]1[CH:9]=[CH:8][CH:7]=[C:6]([C:10]([F:13])([F:12])[F:11])[CH:5]=1)=[C:2]=[O:3].[NH2:14][C:15]1[CH:16]=[CH:17][C:18]([CH3:34])=[C:19]([NH:21][C:22]2[CH:23]=[C:24]3[C:29](=[CH:30][CH:31]=2)[N:28]=[CH:27][N:26]([CH3:32])[C:25]3=[O:33])[CH:20]=1.